This data is from Reaction yield outcomes from USPTO patents with 853,638 reactions. The task is: Predict the reaction yield, written as a fraction of the theoretical maximum amount of product (1.0 means a 100% yield; for example, 0.34 means a 34% yield). (1) The reactants are [F:1][C:2]1[CH:8]=[C:7]([F:9])[CH:6]=[CH:5][C:3]=1[NH2:4].CC([O-])(C)C.[Na+].Br[C:17]1[CH:22]=[CH:21][C:20]([C:23]([C:25]2[CH:30]=[CH:29][CH:28]=[CH:27][C:26]=2[Cl:31])=[O:24])=[CH:19][CH:18]=1. The catalyst is O1CCOCC1.CC([O-])=O.CC([O-])=O.[Pd+2]. The product is [Cl:31][C:26]1[CH:27]=[CH:28][CH:29]=[CH:30][C:25]=1[C:23]([C:20]1[CH:19]=[CH:18][C:17]([NH:4][C:3]2[CH:5]=[CH:6][C:7]([F:9])=[CH:8][C:2]=2[F:1])=[CH:22][CH:21]=1)=[O:24]. The yield is 0.440. (2) The reactants are [F:1][C:2]([F:15])([C:8]1[CH:13]=[CH:12][C:11]([F:14])=[CH:10][CH:9]=1)[C:3](OCC)=[O:4].[BH4-].[Na+]. The catalyst is C(O)C. The product is [F:15][C:2]([F:1])([C:8]1[CH:13]=[CH:12][C:11]([F:14])=[CH:10][CH:9]=1)[CH2:3][OH:4]. The yield is 0.900. (3) The reactants are [NH2:1][CH2:2][C:3]([CH3:6])([SH:5])[CH3:4].[C:7]1(=O)[O:12][C:10](=[O:11])[C:9]2=[CH:13][CH:14]=[CH:15][CH:16]=[C:8]12. The catalyst is C(O)(=O)C. The product is [CH3:4][C:3]([SH:5])([CH3:6])[CH2:2][N:1]1[C:10](=[O:11])[C:9]2[C:8](=[CH:16][CH:15]=[CH:14][CH:13]=2)[C:7]1=[O:12]. The yield is 0.640.